This data is from Forward reaction prediction with 1.9M reactions from USPTO patents (1976-2016). The task is: Predict the product of the given reaction. (1) Given the reactants C[O:2][C:3]1[N:4]=[CH:5][CH:6]=[C:7]2[C:11]([C:12]3[CH:17]=[C:16]([N+:18]([O-:20])=[O:19])[CH:15]=[CH:14][C:13]=3[NH:21][C:22]3[CH:27]=[CH:26][CH:25]=[CH:24][N:23]=3)=[CH:10][N:9]([CH3:28])[C:8]=12.Cl, predict the reaction product. The product is: [CH3:28][N:9]1[C:8]2[C:3](=[O:2])[NH:4][CH:5]=[CH:6][C:7]=2[C:11]([C:12]2[CH:17]=[C:16]([N+:18]([O-:20])=[O:19])[CH:15]=[CH:14][C:13]=2[NH:21][C:22]2[CH:27]=[CH:26][CH:25]=[CH:24][N:23]=2)=[CH:10]1. (2) Given the reactants [F:1][C:2]1[C:7]([F:8])=[C:6]([O:9][CH2:10][CH2:11][N:12]([CH2:14][CH2:15][O:16][CH3:17])[CH3:13])[CH:5]=[CH:4][C:3]=1/[CH:18]=[N:19]/[N:20]([CH3:30])[C:21]1([C:26]([O:28][CH3:29])=[O:27])[CH2:25][CH2:24][CH2:23][CH2:22]1.[ClH:31].N1C=CC=CC=1.CCCCCCC, predict the reaction product. The product is: [ClH:31].[F:1][C:2]1[C:7]([F:8])=[C:6]([O:9][CH2:10][CH2:11][N:12]([CH2:14][CH2:15][O:16][CH3:17])[CH3:13])[CH:5]=[CH:4][C:3]=1/[CH:18]=[N:19]/[N:20]([CH3:30])[C:21]1([C:26]([O:28][CH3:29])=[O:27])[CH2:22][CH2:23][CH2:24][CH2:25]1.